This data is from Full USPTO retrosynthesis dataset with 1.9M reactions from patents (1976-2016). The task is: Predict the reactants needed to synthesize the given product. (1) Given the product [NH2:1][C:2]1[C:7]([NH2:8])=[CH:6][CH:5]=[CH:4][C:3]=1[C:11]1[CH:16]=[C:15]([F:17])[CH:14]=[C:13]([CH2:18][NH:19][S:20]([CH3:23])(=[O:22])=[O:21])[CH:12]=1, predict the reactants needed to synthesize it. The reactants are: [NH2:1][C:2]1[C:7]([N+:8]([O-])=O)=[CH:6][CH:5]=[CH:4][C:3]=1[C:11]1[CH:16]=[C:15]([F:17])[CH:14]=[C:13]([CH2:18][NH:19][S:20]([CH3:23])(=[O:22])=[O:21])[CH:12]=1.[NH4+].[Cl-]. (2) Given the product [F:1][C:2]1[CH:7]=[CH:6][C:5]([F:8])=[CH:4][C:3]=1[C@H:9]1[CH2:13][CH2:12][CH2:11][N:10]1[C:14]1[CH:19]=[CH:18][N:17]2[N:20]=[CH:21][C:22]([C:23]([NH:27][NH:26][C:28]([CH:30]3[CH2:35][CH2:34][N:33]([C:36]([O:38][C:39]([CH3:42])([CH3:41])[CH3:40])=[O:37])[CH2:32][CH2:31]3)=[O:29])=[O:25])=[C:16]2[N:15]=1, predict the reactants needed to synthesize it. The reactants are: [F:1][C:2]1[CH:7]=[CH:6][C:5]([F:8])=[CH:4][C:3]=1[C@H:9]1[CH2:13][CH2:12][CH2:11][N:10]1[C:14]1[CH:19]=[CH:18][N:17]2[N:20]=[CH:21][C:22]([C:23]([OH:25])=O)=[C:16]2[N:15]=1.[NH:26]([C:28]([CH:30]1[CH2:35][CH2:34][N:33]([C:36]([O:38][C:39]([CH3:42])([CH3:41])[CH3:40])=[O:37])[CH2:32][CH2:31]1)=[O:29])[NH2:27].CCN(C(C)C)C(C)C.CN(C(ON1N=NC2C=CC=NC1=2)=[N+](C)C)C.F[P-](F)(F)(F)(F)F. (3) Given the product [CH2:19]1[C:24](=[O:25])[N:23]([O:26][C:27]([C:29]2[CH:34]=[CH:33][CH:32]=[C:31]([N:35]3[C:36](=[O:37])[CH:38]=[CH:39][C:40]3=[O:41])[CH:30]=2)=[O:28])[C:21](=[O:22])[CH2:20]1, predict the reactants needed to synthesize it. The reactants are: [OH-].[Na+].C1(=O)OC(=O)C=C1C.P([O-])([O-])([O-])=O.[Na+].[Na+].[Na+].[CH2:19]1[C:24](=[O:25])[N:23]([O:26][C:27]([C:29]2[CH:34]=[CH:33][CH:32]=[C:31]([N:35]3[C:40](=[O:41])[CH:39]=[CH:38][C:36]3=[O:37])[CH:30]=2)=[O:28])[C:21](=[O:22])[CH:20]1S(O)(=O)=O.SCCO. (4) Given the product [CH2:6]([OH:8])[C@H:5]([C@H:4]([C@@H:3]([C@@H:2]([CH2:1][OH:23])[OH:7])[OH:22])[OH:21])[OH:20].[OH:8][CH2:6][C@@H:5]([C@H:4]([C@@H:3]([C@@H:2]([CH2:1][OH:23])[OH:7])[OH:22])[OH:21])[OH:20], predict the reactants needed to synthesize it. The reactants are: [CH2:1]([OH:23])[C@H:2]1[O:7][C@H:6]([O:8][C@H]2O[C@H](CO)[C@@H](O)[C@H](O)[C@H]2O)[C@H:5]([OH:20])[C@@H:4]([OH:21])[C@@H:3]1[OH:22].O.OCC(CO)O.